This data is from Catalyst prediction with 721,799 reactions and 888 catalyst types from USPTO. The task is: Predict which catalyst facilitates the given reaction. Product: [OH:22][C:19]1[CH:20]=[CH:21][C:16]([C:12]2[N:11]=[C:10]([C:6]3[CH:5]=[C:4]([CH:9]=[CH:8][CH:7]=3)[C:3]([OH:25])=[O:2])[CH:15]=[N:14][CH:13]=2)=[CH:17][C:18]=1[O:23][CH3:24]. Reactant: C[O:2][C:3](=[O:25])[C:4]1[CH:9]=[CH:8][CH:7]=[C:6]([C:10]2[CH:15]=[N:14][CH:13]=[C:12]([C:16]3[CH:21]=[CH:20][C:19]([OH:22])=[C:18]([O:23][CH3:24])[CH:17]=3)[N:11]=2)[CH:5]=1.[OH-].[Na+].Cl. The catalyst class is: 5.